Dataset: Full USPTO retrosynthesis dataset with 1.9M reactions from patents (1976-2016). Task: Predict the reactants needed to synthesize the given product. (1) Given the product [CH3:1][CH:2]1[CH:27]2[O:28][C:26]2([CH3:29])[CH:25]([OH:30])[CH2:24][C:22](=[O:23])[N:21]([CH3:37])[C:14]2=[C:15]([Cl:20])[C:16]([O:18][CH3:19])=[CH:17][C:12](=[CH:13]2)[CH2:11][C:10]([CH3:38])=[CH:9][CH:8]=[CH:7][CH:6]([O:39][CH3:40])[C:5]2([OH:45])[NH:41][C:42]([O:44][CH:3]1[CH2:4]2)=[O:43], predict the reactants needed to synthesize it. The reactants are: [CH3:1][CH:2]1[CH:27]2[O:28][C:26]2([CH3:29])[CH:25]([O:30]C(CC(C)C)=O)[CH2:24][C:22](=[O:23])[N:21]([CH3:37])[C:14]2=[C:15]([Cl:20])[C:16]([O:18][CH3:19])=[CH:17][C:12](=[CH:13]2)[CH2:11][C:10]([CH3:38])=[CH:9][CH:8]=[CH:7][CH:6]([O:39][CH3:40])[C:5]2([OH:45])[NH:41][C:42]([O:44][CH:3]1[CH2:4]2)=[O:43].[Li][Al](OC)OC. (2) Given the product [OH:1][C:2]1[CH:3]=[C:4]([CH:7]=[CH:8][CH:9]=1)[CH2:5][Cl:19], predict the reactants needed to synthesize it. The reactants are: [OH:1][C:2]1[CH:3]=[C:4]([CH:7]=[CH:8][CH:9]=1)[CH2:5]O.C(N(CC)CC)C.S(Cl)([Cl:19])=O. (3) Given the product [Cl:23][C:21]1[CH:20]=[C:19]([S:24]([NH:27][C:8]2[N:13]=[N:6][C:5]([S:2]([CH3:1])(=[O:3])=[O:4])=[CH:10][C:9]=2[O:11][CH3:12])(=[O:25])=[O:26])[CH:18]=[C:17]([Cl:16])[CH:22]=1, predict the reactants needed to synthesize it. The reactants are: [CH3:1][S:2]([C:5]1[CH:10]=[C:9]([O:11][CH3:12])[C:8]([N+:13]([O-])=O)=C[N:6]=1)(=[O:4])=[O:3].[Cl:16][C:17]1[CH:18]=[C:19]([S:24]([NH:27]C2N=NC(SC)=CC=2OC)(=[O:26])=[O:25])[CH:20]=[C:21]([Cl:23])[CH:22]=1.COC1C([N+]([O-])=O)=CN=C(SC)C=1. (4) Given the product [CH2:23]([C:4]1[CH:3]=[C:2]([C:31]2[C:30]([C:27]([OH:29])=[O:28])=[CH:35][CH:34]=[CH:33][CH:32]=2)[CH:7]=[C:6]([NH:8][C:9]([NH:11][C:12]2[CH:17]=[CH:16][C:15]([CH3:18])=[CH:14][CH:13]=2)=[O:10])[C:5]=1[O:19][CH2:20][CH2:21][CH3:22])/[CH:24]=[CH:25]/[CH3:26], predict the reactants needed to synthesize it. The reactants are: Br[C:2]1[CH:3]=[C:4]([CH2:23]/[CH:24]=[CH:25]/[CH3:26])[C:5]([O:19][CH2:20][CH2:21][CH3:22])=[C:6]([NH:8][C:9]([NH:11][C:12]2[CH:17]=[CH:16][C:15]([CH3:18])=[CH:14][CH:13]=2)=[O:10])[CH:7]=1.[C:27]([C:30]1[CH:35]=[CH:34][CH:33]=[CH:32][C:31]=1B(O)O)([OH:29])=[O:28].BrC1C=C(C(C2C=CC=CC=2)C=C)C(OCCC)=C(NC(NC2C=CC(C)=CC=2)=O)C=1. (5) Given the product [F:1][C:2]1[CH:3]=[C:4]([CH:5]=[CH:6][CH:7]=1)[CH2:8][NH:9][C:10]([NH:23][C:20]1[CH:19]=[CH:18][CH:17]=[C:16]2[C:21]=1[CH:22]=[C:13]([CH3:12])[N:14]=[CH:15]2)=[O:11], predict the reactants needed to synthesize it. The reactants are: [F:1][C:2]1[CH:7]=[CH:6][CH:5]=[C:4]([CH2:8][N:9]=[C:10]=[O:11])[CH:3]=1.[CH3:12][C:13]1[N:14]=[CH:15][C:16]2[CH:17]=[CH:18][CH:19]=[C:20]([NH2:23])[C:21]=2[CH:22]=1.BrC1C=CC(CN=C=O)=CC=1. (6) Given the product [C:12]1([S:18]([N:1]2[C:9]3[CH:8]=[CH:7][CH:6]=[C:5]([CH:10]=[O:11])[C:4]=3[CH:3]=[CH:2]2)(=[O:20])=[O:19])[CH:17]=[CH:16][CH:15]=[CH:14][CH:13]=1, predict the reactants needed to synthesize it. The reactants are: [NH:1]1[C:9]2[CH:8]=[CH:7][CH:6]=[C:5]([CH:10]=[O:11])[C:4]=2[CH:3]=[CH:2]1.[C:12]1([S:18](Cl)(=[O:20])=[O:19])[CH:17]=[CH:16][CH:15]=[CH:14][CH:13]=1.[OH-].[Na+]. (7) Given the product [C:53]([O:57][C:58](=[O:87])[N:59]([CH2:60][C:61]1[CH:62]=[N:63][CH:64]=[C:65]([C:68]2[CH:69]=[C:70]3[C:74](=[CH:75][CH:76]=2)[N:73]([CH:77]2[CH2:82][CH2:81][CH2:80][CH2:79][O:78]2)[N:72]=[C:71]3[CH:83]=[O:84])[C:66]=1[CH3:67])[CH3:85])([CH3:56])([CH3:54])[CH3:55], predict the reactants needed to synthesize it. The reactants are: O1CCCCC1N1C2C(=CC(B3OC(C)(C)C(C)(C)O3)=CC=2)C(C=O)=N1.C(OC(=O)N(CC1C=NC=C(Br)C=1C)C)(C)(C)C.P([O-])([O-])([O-])=O.[K+].[K+].[K+].[C:53]([O:57][C:58](=[O:87])[N:59]([CH2:85]C)[CH2:60][C:61]1[CH:62]=[N:63][CH:64]=[C:65]([C:68]2[CH:69]=[C:70]3[C:74](=[CH:75][CH:76]=2)[N:73]([CH:77]2[CH2:82][CH2:81][CH2:80][CH2:79][O:78]2)[N:72]=[C:71]3[CH:83]=[O:84])[C:66]=1[CH3:67])([CH3:56])([CH3:55])[CH3:54]. (8) The reactants are: [C:1]([O:5][C:6](=[O:27])[NH:7][C@@H:8]1[C@@H:12]([N:13]2[CH2:18][CH2:17][CH2:16][CH2:15][C:14]2=[O:19])[CH2:11][N:10]([C:20]2[N:25]=[CH:24][C:23](Br)=[CH:22][N:21]=2)[CH2:9]1)([CH3:4])([CH3:3])[CH3:2].[CH:28]([O:31][C:32]([N:34]1[CH2:39][CH2:38][CH:37]([C@H:40]([CH3:44])[CH2:41][C:42]#[CH:43])[CH2:36][CH2:35]1)=[O:33])([CH3:30])[CH3:29].C(N(CC)CC)C. Given the product [CH:28]([O:31][C:32]([N:34]1[CH2:39][CH2:38][CH:37]([C@H:40]([CH3:44])[CH2:41][C:42]#[C:43][C:23]2[CH:22]=[N:21][C:20]([N:10]3[CH2:11][C@H:12]([N:13]4[CH2:18][CH2:17][CH2:16][CH2:15][C:14]4=[O:19])[C@@H:8]([NH:7][C:6]([O:5][C:1]([CH3:4])([CH3:3])[CH3:2])=[O:27])[CH2:9]3)=[N:25][CH:24]=2)[CH2:36][CH2:35]1)=[O:33])([CH3:30])[CH3:29], predict the reactants needed to synthesize it. (9) Given the product [C:7]1([C:5]2[N:6]=[C:2]([NH:1][S:25]([C:22]3[CH:21]=[CH:20][C:19]([C:13]4[CH:18]=[CH:17][CH:16]=[CH:15][CH:14]=4)=[CH:24][CH:23]=3)(=[O:27])=[O:26])[S:3][CH:4]=2)[CH:12]=[CH:11][CH:10]=[CH:9][CH:8]=1, predict the reactants needed to synthesize it. The reactants are: [NH2:1][C:2]1[S:3][CH:4]=[C:5]([C:7]2[CH:12]=[CH:11][CH:10]=[CH:9][CH:8]=2)[N:6]=1.[C:13]1([C:19]2[CH:24]=[CH:23][C:22]([S:25](Cl)(=[O:27])=[O:26])=[CH:21][CH:20]=2)[CH:18]=[CH:17][CH:16]=[CH:15][CH:14]=1.